From a dataset of Catalyst prediction with 721,799 reactions and 888 catalyst types from USPTO. Predict which catalyst facilitates the given reaction. Product: [C:3]1([N:13]2[C:17]([OH:21])=[N:16][N:15]=[N:14]2)[C:12]2[C:7](=[CH:8][CH:9]=[CH:10][CH:11]=2)[CH:6]=[CH:5][CH:4]=1. Reactant: [OH-].[Na+].[C:3]1([N:13]2[C:17](S)=[N:16][N:15]=[N:14]2)[C:12]2[C:7](=[CH:8][CH:9]=[CH:10][CH:11]=2)[CH:6]=[CH:5][CH:4]=1.C([OH:21])C.C1OC1C. The catalyst class is: 6.